From a dataset of Full USPTO retrosynthesis dataset with 1.9M reactions from patents (1976-2016). Predict the reactants needed to synthesize the given product. (1) Given the product [C:1]([O:4][C@H:5]1[CH2:10][CH2:9][C@H:8]([C:11]2[N:15]3[CH:16]=[CH:17][N:18]=[C:19]([CH3:20])[C:14]3=[C:13]([Br:21])[N:12]=2)[CH2:7][CH2:6]1)(=[O:3])[CH3:2], predict the reactants needed to synthesize it. The reactants are: [C:1]([O:4][C@H:5]1[CH2:10][CH2:9][C@H:8]([C:11]2[N:15]3[CH:16]=[CH:17][N:18]=[C:19]([CH3:20])[C:14]3=[CH:13][N:12]=2)[CH2:7][CH2:6]1)(=[O:3])[CH3:2].[Br:21]N1C(=O)CCC1=O.C(=O)([O-])O.[Na+]. (2) The reactants are: [N:1]1([CH2:5][CH2:6][N:7]2[CH:11]=[C:10]([C:12]3[CH:17]=[CH:16][C:15]([F:18])=[C:14]([C:19]([F:22])([F:21])[F:20])[CH:13]=3)[N:9]=[C:8]2[CH:23]2[CH2:28][CH2:27][N:26]([C:29]3[N:34]=[CH:33][N:32]=[C:31]([NH2:35])[C:30]=3[O:36][CH:37](C)C)[CH2:25][CH2:24]2)[CH2:4][CH2:3][CH2:2]1.ClC1N=CN=C(N)C=1OC. Given the product [N:1]1([CH2:5][CH2:6][N:7]2[CH:11]=[C:10]([C:12]3[CH:17]=[CH:16][C:15]([F:18])=[C:14]([C:19]([F:22])([F:20])[F:21])[CH:13]=3)[N:9]=[C:8]2[CH:23]2[CH2:28][CH2:27][N:26]([C:29]3[N:34]=[CH:33][N:32]=[C:31]([NH2:35])[C:30]=3[O:36][CH3:37])[CH2:25][CH2:24]2)[CH2:2][CH2:3][CH2:4]1, predict the reactants needed to synthesize it. (3) Given the product [C:16]([O:20][C:21](=[O:22])[NH:23][C@H:24]([C:25](=[O:26])[NH:8][C:5]1[CH:6]=[CH:7][C:2]([F:1])=[CH:3][C:4]=1[NH:9][C:10]1[CH:15]=[CH:14][CH:13]=[CH:12][CH:11]=1)[CH2:28][O:29][CH2:30][CH3:31])([CH3:17])([CH3:18])[CH3:19], predict the reactants needed to synthesize it. The reactants are: [F:1][C:2]1[CH:3]=[C:4]([NH:9][C:10]2[CH:15]=[CH:14][CH:13]=[CH:12][CH:11]=2)[C:5]([NH2:8])=[CH:6][CH:7]=1.[C:16]([O:20][C:21]([NH:23][C@@H:24]([CH2:28][O:29][CH2:30][CH3:31])[C:25](O)=[O:26])=[O:22])([CH3:19])([CH3:18])[CH3:17].C1C=NC2N(O)N=NC=2C=1.Cl.CN(C)CCCN=C=NCC.